Dataset: Reaction yield outcomes from USPTO patents with 853,638 reactions. Task: Predict the reaction yield, written as a fraction of the theoretical maximum amount of product (1.0 means a 100% yield; for example, 0.34 means a 34% yield). (1) The reactants are [C:1]([O:5][C:6]([N:8]1[CH2:13][CH2:12][C:11]([OH:20])([C:14]#[C:15][Si](C)(C)C)[CH2:10][CH2:9]1)=[O:7])([CH3:4])([CH3:3])[CH3:2].C(=O)([O-])[O-].[K+].[K+]. The catalyst is CO. The product is [C:1]([O:5][C:6]([N:8]1[CH2:13][CH2:12][C:11]([C:14]#[CH:15])([OH:20])[CH2:10][CH2:9]1)=[O:7])([CH3:4])([CH3:3])[CH3:2]. The yield is 0.860. (2) The catalyst is C1(C)C=CC=CC=1. The reactants are [Cl:1][C:2]1[CH:7]=[CH:6][C:5]([C:8]2([C:12]([N:14]3[CH2:20][CH2:19][CH2:18][CH2:17][CH:16]([CH2:21][O:22][C:23]4[CH:28]=[CH:27][C:26]([C:29]([F:32])([F:31])[F:30])=[CH:25][CH:24]=4)[CH2:15]3)=O)[CH2:11][CH2:10][CH2:9]2)=[CH:4][CH:3]=1.[H-].COCCO[Al+]OCCOC.[Na+].[H-]. The product is [Cl:1][C:2]1[CH:7]=[CH:6][C:5]([C:8]2([CH2:12][N:14]3[CH2:20][CH2:19][CH2:18][CH2:17][CH:16]([CH2:21][O:22][C:23]4[CH:24]=[CH:25][C:26]([C:29]([F:32])([F:30])[F:31])=[CH:27][CH:28]=4)[CH2:15]3)[CH2:9][CH2:10][CH2:11]2)=[CH:4][CH:3]=1. The yield is 0.400. (3) The reactants are [OH:1][CH:2]1[CH2:7][CH2:6][CH:5]([C:8]2[CH:13]=[CH:12][C:11]([OH:14])=[CH:10][CH:9]=2)[CH2:4][CH2:3]1.[CH2:15]([O:23][C:24]1[CH:32]=[CH:31][C:27]([C:28](O)=[O:29])=[CH:26][CH:25]=1)[CH2:16][CH2:17][CH2:18][CH2:19][CH2:20][CH2:21][CH3:22].CC(C)N=C=NC(C)C. The catalyst is C1COCC1.CN(C1C=CN=CC=1)C. The product is [OH:14][CH:11]1[CH2:10][CH2:9][CH:8]([C:5]2[CH:4]=[CH:3][C:2]([O:1][C:28](=[O:29])[C:27]3[CH:26]=[CH:25][C:24]([O:23][CH2:15][CH2:16][CH2:17][CH2:18][CH2:19][CH2:20][CH2:21][CH3:22])=[CH:32][CH:31]=3)=[CH:7][CH:6]=2)[CH2:13][CH2:12]1. The yield is 0.270. (4) The reactants are [Cl:1][C:2]1[CH:10]=[C:9]([O:11][C:12]2[C:17]([C:18]([N:20]3[C:29]4[C:24](=[CH:25][CH:26]=[CH:27][CH:28]=4)[N:23]([CH:30]4[CH2:32][CH2:31]4)[CH2:22][CH2:21]3)=[O:19])=[CH:16][N:15]=[C:14]([CH3:33])[CH:13]=2)[C:8]([Cl:34])=[CH:7][C:3]=1[C:4](O)=[O:5].[NH2:35][CH2:36][C:37]1[NH:41][N:40]=[N:39][N:38]=1. No catalyst specified. The product is [Cl:1][C:2]1[CH:10]=[C:9]([O:11][C:12]2[C:17]([C:18]([N:20]3[C:29]4[C:24](=[CH:25][CH:26]=[CH:27][CH:28]=4)[N:23]([CH:30]4[CH2:31][CH2:32]4)[CH2:22][CH2:21]3)=[O:19])=[CH:16][N:15]=[C:14]([CH3:33])[CH:13]=2)[C:8]([Cl:34])=[CH:7][C:3]=1[C:4]([NH:35][CH2:36][C:37]1[NH:41][N:40]=[N:39][N:38]=1)=[O:5]. The yield is 0.400. (5) The reactants are [ClH:1].[CH2:2]([C:6]1([N:23]([CH3:25])[CH3:24])[CH2:11][CH2:10][N:9]([CH2:12][CH2:13][N:14](C)[C:15](=O)OC(C)(C)C)[CH2:8][CH2:7]1)[CH2:3][CH2:4][CH3:5].CO.C(Cl)(Cl)[Cl:29]. The catalyst is C(Cl)(Cl)Cl. The product is [ClH:29].[ClH:1].[ClH:29].[CH2:2]([C:6]1([N:23]([CH3:24])[CH3:25])[CH2:7][CH2:8][N:9]([CH2:12][CH2:13][NH:14][CH3:15])[CH2:10][CH2:11]1)[CH2:3][CH2:4][CH3:5]. The yield is 0.870. (6) The product is [O:19]1[C:20]2=[CH:21][CH:22]=[CH:27][C:26]2=[CH:25][CH:24]=[C:23]1[C:9]1[N:8]([CH2:1][C:2]2[CH:7]=[CH:6][CH:5]=[CH:4][CH:3]=2)[C:12]2=[CH:13][N:14]=[C:15]([NH2:18])[CH:16]=[C:11]2[CH:10]=1. The reactants are [CH2:1]([N:8]1[C:12]2=[CH:13][N:14]=[C:15]([NH2:18])[C:16](Br)=[C:11]2[CH:10]=[CH:9]1)[C:2]1[CH:7]=[CH:6][CH:5]=[CH:4][CH:3]=1.[O:19]1[C:23]2[CH:24]=[CH:25][CH:26]=[CH:27][C:22]=2[CH:21]=[C:20]1B(O)O.C(=O)([O-])[O-].[K+].[K+]. The yield is 0.480. The catalyst is O1CCOCC1.O.C1C=CC(P(C2C=CC=CC=2)[C-]2C=CC=C2)=CC=1.C1C=CC(P(C2C=CC=CC=2)[C-]2C=CC=C2)=CC=1.Cl[Pd]Cl.[Fe+2]. (7) The reactants are [Br:1][C:2]1[CH:3]=[N:4][CH:5]=[C:6]([CH:11]=1)[C:7](OC)=[O:8].O.[NH2:13][NH2:14]. The catalyst is C(O)C. The product is [Br:1][C:2]1[CH:3]=[N:4][CH:5]=[C:6]([CH:11]=1)[C:7]([NH:13][NH2:14])=[O:8]. The yield is 0.720. (8) The reactants are [CH:1]1([N:6]2[C:10]3[N:11]=[C:12]([NH:15][C:16]4[N:21]=[CH:20][C:19]([C:22]5[CH2:23][CH2:24][NH:25][CH2:26][CH:27]=5)=[CH:18][CH:17]=4)[N:13]=[CH:14][C:9]=3[C:8]3[CH:28]=[CH:29][N:30]=[CH:31][C:7]2=3)[CH2:5][CH2:4][CH2:3][CH2:2]1. The catalyst is CO.[Pd]. The product is [CH:1]1([N:6]2[C:10]3[N:11]=[C:12]([NH:15][C:16]4[CH:17]=[CH:18][C:19]([CH:22]5[CH2:27][CH2:26][NH:25][CH2:24][CH2:23]5)=[CH:20][N:21]=4)[N:13]=[CH:14][C:9]=3[C:8]3[CH:28]=[CH:29][N:30]=[CH:31][C:7]2=3)[CH2:2][CH2:3][CH2:4][CH2:5]1. The yield is 0.330. (9) The reactants are [Cl:1][C:2]1[CH:3]=[C:4]([C@H:8]([O:22][CH2:23][CH2:24][C:25]([NH:27][CH3:28])=[O:26])[C@@H:9]2[CH2:14][CH2:13][CH2:12][N:11](C(OC(C)(C)C)=O)[CH2:10]2)[CH:5]=[CH:6][CH:7]=1. The catalyst is C(O)(C(F)(F)F)=O.C(Cl)Cl. The product is [Cl:1][C:2]1[CH:3]=[C:4]([C@@H:8]([C@@H:9]2[CH2:14][CH2:13][CH2:12][NH:11][CH2:10]2)[O:22][CH2:23][CH2:24][C:25]([NH:27][CH3:28])=[O:26])[CH:5]=[CH:6][CH:7]=1. The yield is 0.900. (10) The reactants are Br[CH2:2][CH2:3]Br.[Mg].Br[C:7]1[CH:12]=[CH:11][C:10]([O:13][CH3:14])=[CH:9][CH:8]=1.[CH3:15][C:16]1([CH3:30])[O:20][CH2:19][C@@H:18]([CH:21]=[O:22])[N:17]1[C:23]([O:25][C:26](C)(C)C)=[O:24].[CH2:31]1[CH2:35]O[CH2:33][CH2:32]1. The catalyst is S(C)C.[Cu]I. The product is [OH:22][C@H:21]([C:7]1[CH:12]=[CH:11][C:10]([O:13][CH3:14])=[CH:9][CH:8]=1)[C@H:18]1[CH2:19][O:20][C:16]([CH3:30])([CH3:15])[N:17]1[C:23]([O:25][CH2:26][C:3]1[CH:2]=[CH:33][CH:32]=[CH:31][CH:35]=1)=[O:24]. The yield is 0.360.